The task is: Predict the reaction yield, written as a fraction of the theoretical maximum amount of product (1.0 means a 100% yield; for example, 0.34 means a 34% yield).. This data is from Reaction yield outcomes from USPTO patents with 853,638 reactions. (1) The reactants are [CH2:1]([O:3][C:4]([CH2:6][NH:7][C:8]([C:10]([NH:12][CH2:13][C:14](=O)[CH3:15])=[O:11])=[O:9])=[O:5])[CH3:2].FC(F)(F)C(O)=O.FC(F)(F)C(OC(=O)C(F)(F)F)=O. The catalyst is C(O)(=O)C. The product is [CH2:1]([O:3][C:4]([CH2:6][N:7]1[C:14]([CH3:15])=[CH:13][N:12]=[C:10]([OH:11])[C:8]1=[O:9])=[O:5])[CH3:2]. The yield is 0.770. (2) The reactants are [Si:1]([O:18][CH2:19][C:20]1[CH:21]=[C:22]2[C:26](=[CH:27][C:28]=1[S:29]([CH3:32])(=[O:31])=[O:30])[N:25]([S:33]([CH3:36])(=[O:35])=[O:34])[C:24]([CH:37]([OH:41])[CH:38]([CH3:40])[CH3:39])=[CH:23]2)([C:14]([CH3:17])([CH3:16])[CH3:15])([C:8]1[CH:13]=[CH:12][CH:11]=[CH:10][CH:9]=1)[C:2]1[CH:7]=[CH:6][CH:5]=[CH:4][CH:3]=1.CC(OI1(OC(C)=O)(OC(C)=O)OC(=O)C2C=CC=CC1=2)=O. The catalyst is C(Cl)Cl. The product is [Si:1]([O:18][CH2:19][C:20]1[CH:21]=[C:22]2[C:26](=[CH:27][C:28]=1[S:29]([CH3:32])(=[O:31])=[O:30])[N:25]([S:33]([CH3:36])(=[O:34])=[O:35])[C:24]([C:37](=[O:41])[CH:38]([CH3:39])[CH3:40])=[CH:23]2)([C:14]([CH3:15])([CH3:16])[CH3:17])([C:8]1[CH:9]=[CH:10][CH:11]=[CH:12][CH:13]=1)[C:2]1[CH:7]=[CH:6][CH:5]=[CH:4][CH:3]=1. The yield is 0.860. (3) The reactants are [CH3:1][O:2][CH2:3][CH2:4][O:5][C:6]1[CH:11]=[CH:10][N:9]=[C:8]([NH2:12])[CH:7]=1.Cl[CH2:14][CH:15]=O. The catalyst is O1CCCC1. The product is [CH3:1][O:2][CH2:3][CH2:4][O:5][C:6]1[CH:11]=[CH:10][N:9]2[CH:14]=[CH:15][N:12]=[C:8]2[CH:7]=1. The yield is 1.00.